This data is from Full USPTO retrosynthesis dataset with 1.9M reactions from patents (1976-2016). The task is: Predict the reactants needed to synthesize the given product. (1) Given the product [F:26][C:27]([F:38])([F:37])[C:28]1[CH:33]=[C:32]([C:7]2[CH2:8][O:9][C:10]3([CH2:12][CH2:13][N:14]([C:17]([O:19][C:20]([CH3:21])([CH3:22])[CH3:23])=[O:18])[CH2:15][CH2:16]3)[CH:11]=2)[CH:31]=[CH:30][CH:29]=1, predict the reactants needed to synthesize it. The reactants are: FC(F)(F)S(O[C:7]1[CH2:8][O:9][C:10]2([CH2:16][CH2:15][N:14]([C:17]([O:19][C:20]([CH3:23])([CH3:22])[CH3:21])=[O:18])[CH2:13][CH2:12]2)[CH:11]=1)(=O)=O.[F:26][C:27]([F:38])([F:37])[C:28]1[CH:29]=[C:30](B(O)O)[CH:31]=[CH:32][CH:33]=1.C([O-])([O-])=O.[Na+].[Na+]. (2) Given the product [C:22]([C:3]1[C:8]([O:15][CH3:16])=[C:7]([N+:9]([O-:11])=[O:10])[CH:6]=[CH:5][N:4]=1)#[N:23], predict the reactants needed to synthesize it. The reactants are: CO[C:3]1[CH:8]=[C:7]([N+:9]([O-:11])=[O:10])[CH:6]=[CH:5][N:4]=1.S([O-])([O:15][CH3:16])(=O)=O.ClCCCl.[C-:22]#[N:23].[Na+]. (3) Given the product [Cl:1][C:2]1[CH:3]=[C:4]([C:8]2([CH2:23][NH2:24])[CH2:13][CH2:12][N:11]([C:14]3[N:22]=[CH:21][N:20]=[C:19]4[C:15]=3[N:16]=[CH:17][NH:18]4)[CH2:10][CH2:9]2)[CH:5]=[CH:6][CH:7]=1, predict the reactants needed to synthesize it. The reactants are: [Cl:1][C:2]1[CH:3]=[C:4]([C:8]2([C:23]#[N:24])[CH2:13][CH2:12][N:11]([C:14]3[N:22]=[CH:21][N:20]=[C:19]4[C:15]=3[N:16]=[CH:17][NH:18]4)[CH2:10][CH2:9]2)[CH:5]=[CH:6][CH:7]=1.[H-].[Al+3].[Li+].[H-].[H-].[H-]. (4) Given the product [C:1]([C:4]1[C:23](=[O:24])[C@@:8]2([CH3:25])[C:9]3[C:15]([OH:16])=[CH:14][C:13]([O:17][CH2:18][CH3:19])=[C:12]([C:20]([NH:22][CH2:38][C:29]4[C:30]5[C:35](=[CH:34][CH:33]=[CH:32][CH:31]=5)[CH:36]=[CH:37][C:28]=4[CH3:27])=[O:21])[C:10]=3[O:11][C:7]2=[CH:6][C:5]=1[OH:26])(=[O:3])[CH3:2], predict the reactants needed to synthesize it. The reactants are: [C:1]([C:4]1[C:23](=[O:24])[C@@:8]2([CH3:25])[C:9]3[C:15]([OH:16])=[CH:14][C:13]([O:17][CH2:18][CH3:19])=[C:12]([C:20]([NH2:22])=[O:21])[C:10]=3[O:11][C:7]2=[CH:6][C:5]=1[OH:26])(=[O:3])[CH3:2].[CH3:27][C:28]1[CH:37]=[CH:36][C:35]2[C:30](=[CH:31][CH:32]=[CH:33][CH:34]=2)[C:29]=1[CH:38]=O.C([SiH](CC)CC)C.FC(F)(F)C(O)=O. (5) Given the product [OH:28][C:25]1[CH:26]=[CH:27][C:22]([C:11](=[C:12]2[CH2:13][C:14]([CH3:21])([CH3:20])[CH2:15][C:16]([CH3:19])([CH3:18])[CH2:17]2)[C:8]2[CH:9]=[CH:10][C:5]([CH2:4][C:3]([OH:29])=[O:2])=[CH:6][CH:7]=2)=[CH:23][CH:24]=1, predict the reactants needed to synthesize it. The reactants are: C[O:2][C:3](=[O:29])[CH2:4][C:5]1[CH:10]=[CH:9][C:8]([C:11]([C:22]2[CH:27]=[CH:26][C:25]([OH:28])=[CH:24][CH:23]=2)=[C:12]2[CH2:17][C:16]([CH3:19])([CH3:18])[CH2:15][C:14]([CH3:21])([CH3:20])[CH2:13]2)=[CH:7][CH:6]=1.[OH-].[Na+].Cl. (6) Given the product [N:23]1[N:24]=[CH:25][N:26]([C:28]2[CH:29]=[C:30]([C:31]3[O:1][N:2]=[C:3]([C:5]4[CH:13]=[CH:12][C:11]5[NH:10][C:9]6[CH:14]([CH2:17][C:18]([O:20][CH2:21][CH3:22])=[O:19])[CH2:15][CH2:16][C:8]=6[C:7]=5[CH:6]=4)[N:4]=3)[CH:34]=[C:35]([O:37][C:38]([F:39])([F:40])[F:41])[CH:36]=2)[CH:27]=1, predict the reactants needed to synthesize it. The reactants are: [OH:1][NH:2][C:3]([C:5]1[CH:13]=[CH:12][C:11]2[NH:10][C:9]3[CH:14]([CH2:17][C:18]([O:20][CH2:21][CH3:22])=[O:19])[CH2:15][CH2:16][C:8]=3[C:7]=2[CH:6]=1)=[NH:4].[N:23]1[N:24]=[CH:25][N:26]([C:28]2[CH:29]=[C:30]([CH:34]=[C:35]([O:37][C:38]([F:41])([F:40])[F:39])[CH:36]=2)[C:31](O)=O)[CH:27]=1.